Predict the reaction yield, written as a fraction of the theoretical maximum amount of product (1.0 means a 100% yield; for example, 0.34 means a 34% yield). From a dataset of Reaction yield outcomes from USPTO patents with 853,638 reactions. (1) The reactants are C([N:8]1[CH2:13][CH2:12][N:11]([N:14]2[CH2:19][CH2:18][CH2:17][CH2:16][C:15]2=[O:20])[CH2:10][CH2:9]1)C1C=CC=CC=1. The catalyst is CO.[OH-].[OH-].[Pd+2]. The product is [N:11]1([N:14]2[CH2:19][CH2:18][CH2:17][CH2:16][C:15]2=[O:20])[CH2:10][CH2:9][NH:8][CH2:13][CH2:12]1. The yield is 0.970. (2) The reactants are [CH2:1]([N:3]([CH2:19][CH3:20])[C:4]([C:6]1[CH:7]=[N:8][C:9]([NH:15][CH2:16][CH:17]=[CH2:18])=[C:10]([N+:12]([O-])=O)[CH:11]=1)=[O:5])[CH3:2].O.O.[Sn](Cl)Cl. The catalyst is CN(C=O)C. The product is [NH2:12][C:10]1[CH:11]=[C:6]([C:4]([N:3]([CH2:19][CH3:20])[CH2:1][CH3:2])=[O:5])[CH:7]=[N:8][C:9]=1[NH:15][CH2:16][CH:17]=[CH2:18]. The yield is 0.490. (3) The reactants are COC(C1C=CC(COC2C=CC=C3C=2C=C(S(O)(=O)=O)C=C3)=CC=1)=O.[O-:27][C:28]1[CH:37]=[C:36]2[C:31]([CH:32]=[CH:33][C:34]([S:38]([O-:41])(=[O:40])=[O:39])=[CH:35]2)=[CH:30][CH:29]=1.[Na+].[Na+].Cl[CH2:45][CH2:46][CH2:47][N:48]1[CH2:52][CH2:51][CH2:50][CH2:49]1. No catalyst specified. The product is [N:48]1([CH2:47][CH2:46][CH2:45][O:27][C:28]2[CH:37]=[C:36]3[C:31]([CH:32]=[CH:33][C:34]([S:38]([OH:41])(=[O:39])=[O:40])=[CH:35]3)=[CH:30][CH:29]=2)[CH2:52][CH2:51][CH2:50][CH2:49]1. The yield is 0.550. (4) The product is [CH3:13][S:12][C:9]1[N:10]=[CH:11][C:6]2[C:4](=[O:3])[NH:16][CH:15]=[CH:14][C:7]=2[N:8]=1. The catalyst is CCO. The reactants are C([O:3][C:4]([C:6]1[C:7](/[CH:14]=[CH:15]/[N:16](C)C)=[N:8][C:9]([S:12][CH3:13])=[N:10][CH:11]=1)=O)C.C([O-])(=O)C.[NH4+]. The yield is 0.730. (5) The yield is 0.666. The reactants are [CH3:1][N:2]([CH:10]1[CH2:14][CH2:13][NH:12][CH2:11]1)[C:3](=[O:9])[O:4][C:5]([CH3:8])([CH3:7])[CH3:6].Cl[C:16]1[N:21]=[CH:20][C:19]([C:22]#[N:23])=[CH:18][CH:17]=1. The catalyst is CCO. The product is [C:22]([C:19]1[CH:18]=[CH:17][C:16]([N:12]2[CH2:13][CH2:14][CH:10]([N:2]([CH3:1])[C:3](=[O:9])[O:4][C:5]([CH3:8])([CH3:6])[CH3:7])[CH2:11]2)=[N:21][CH:20]=1)#[N:23]. (6) The reactants are [F:1][C:2]1[CH:16]=[CH:15][C:5]([O:6][C:7]2[N:12]=[CH:11][C:10]([CH:13]=O)=[CH:9][CH:8]=2)=[CH:4][CH:3]=1.[N+:17]([CH3:20])([O-:19])=[O:18].C([O-])(=O)C.[NH4+].[BH4-].[Na+]. The catalyst is O.C(O)(=O)C. The product is [F:1][C:2]1[CH:16]=[CH:15][C:5]([O:6][C:7]2[CH:8]=[CH:9][C:10]([CH2:13][CH2:20][N+:17]([O-:19])=[O:18])=[CH:11][N:12]=2)=[CH:4][CH:3]=1. The yield is 0.700. (7) The reactants are [Br:1][C:2]1[CH:7]=[CH:6][C:5]([CH2:8][CH2:9][S:10]([NH:13][C:14]2[CH:19]=[CH:18][C:17]([CH3:20])=[CH:16][C:15]=2[S:21]([NH2:24])(=[O:23])=[O:22])(=[O:12])=[O:11])=[CH:4][CH:3]=1.[OH-:25].[Na+].[Mn]([O-])(=O)(=O)=O.[K+].[OH2:33]. No catalyst specified. The product is [Br:1][C:2]1[CH:7]=[CH:6][C:5]([CH2:8][CH2:9][S:10]([NH:13][C:14]2[CH:19]=[CH:18][C:17]([C:20]([OH:33])=[O:25])=[CH:16][C:15]=2[S:21](=[O:23])(=[O:22])[NH2:24])(=[O:11])=[O:12])=[CH:4][CH:3]=1. The yield is 0.690.